This data is from Forward reaction prediction with 1.9M reactions from USPTO patents (1976-2016). The task is: Predict the product of the given reaction. (1) Given the reactants Br[CH2:2][CH2:3][CH2:4][CH2:5][CH2:6][CH2:7][N:8]([CH2:16][C:17]1[CH:22]=[CH:21][CH:20]=[CH:19][C:18]=1[O:23][CH3:24])[CH2:9][C:10]1[CH:15]=[CH:14][CH:13]=[CH:12][N:11]=1.[C:25]1([CH:31]2[CH2:36][CH2:35][NH:34][CH2:33][CH2:32]2)[CH:30]=[CH:29][CH:28]=[CH:27][CH:26]=1.C([O-])([O-])=O.[K+].[K+], predict the reaction product. The product is: [CH3:24][O:23][C:18]1[CH:19]=[CH:20][CH:21]=[CH:22][C:17]=1[CH2:16][N:8]([CH2:9][C:10]1[CH:15]=[CH:14][CH:13]=[CH:12][N:11]=1)[CH2:7][CH2:6][CH2:5][CH2:4][CH2:3][CH2:2][N:34]1[CH2:35][CH2:36][CH:31]([C:25]2[CH:30]=[CH:29][CH:28]=[CH:27][CH:26]=2)[CH2:32][CH2:33]1. (2) Given the reactants [Si:1]([O:8][CH2:9][C@@H:10]([NH:15][C:16]([C:18]1[N:19]=[C:20]([N:23]2[CH2:26][CH:25](OS(C)(=O)=O)[CH2:24]2)[S:21][CH:22]=1)=[O:17])[C@@H:11]([CH3:14])[CH2:12][CH3:13])([C:4]([CH3:7])([CH3:6])[CH3:5])([CH3:3])[CH3:2].[C:32]([O-:35])(=[S:34])[CH3:33].[K+], predict the reaction product. The product is: [C:32]([S:34][CH:25]1[CH2:26][N:23]([C:20]2[S:21][CH:22]=[C:18]([C:16](=[O:17])[NH:15][C@H:10]([CH2:9][O:8][Si:1]([C:4]([CH3:6])([CH3:7])[CH3:5])([CH3:3])[CH3:2])[C@@H:11]([CH3:14])[CH2:12][CH3:13])[N:19]=2)[CH2:24]1)(=[O:35])[CH3:33]. (3) Given the reactants [CH3:1][C:2]1[CH:11]=[C:10]([CH3:12])[C:9]2[C:4](=[CH:5][CH:6]=[C:7]([CH3:13])[CH:8]=2)[N:3]=1.[Se](=O)=[O:15], predict the reaction product. The product is: [CH3:12][C:10]1[C:9]2[C:4](=[CH:5][CH:6]=[C:7]([CH3:13])[CH:8]=2)[N:3]=[C:2]([CH:1]=[O:15])[CH:11]=1. (4) Given the reactants [Cl:1][C:2]1[CH:3]=[C:4]([CH:9]=[C:10](I)[CH:11]=1)[C:5]([O:7][CH3:8])=[O:6].[C:13]([Si:15]([CH3:18])([CH3:17])[CH3:16])#[CH:14].C(NC(C)C)(C)C, predict the reaction product. The product is: [Cl:1][C:2]1[CH:3]=[C:4]([CH:9]=[C:10]([C:14]#[C:13][Si:15]([CH3:18])([CH3:17])[CH3:16])[CH:11]=1)[C:5]([O:7][CH3:8])=[O:6]. (5) Given the reactants [C:1]1([C:23]2[CH:28]=[CH:27][CH:26]=[CH:25][CH:24]=2)[CH:6]=[CH:5][C:4]([C:7]([NH:9][C@@H:10]2[C:18]3[C:13](=[CH:14][CH:15]=[C:16]([N+:19]([O-])=O)[CH:17]=3)[CH2:12][C@H:11]2[OH:22])=[O:8])=[CH:3][CH:2]=1.[H][H], predict the reaction product. The product is: [C:1]1([C:23]2[CH:28]=[CH:27][CH:26]=[CH:25][CH:24]=2)[CH:2]=[CH:3][C:4]([C:7]([NH:9][C@@H:10]2[C:18]3[C:13](=[CH:14][CH:15]=[C:16]([NH2:19])[CH:17]=3)[CH2:12][C@H:11]2[OH:22])=[O:8])=[CH:5][CH:6]=1. (6) Given the reactants Cl.[NH2:2][CH2:3][CH2:4][N:5]1[CH2:11][CH2:10][CH2:9][CH2:8][C:7]([CH2:20][CH3:21])([C:12]2[CH:17]=[CH:16][CH:15]=[C:14]([O:18][CH3:19])[CH:13]=2)[C:6]1=[O:22].CCN(CC)CC.[C:30]([N:34]=[C:35]=[O:36])([CH3:33])([CH3:32])[CH3:31], predict the reaction product. The product is: [C:30]([NH:34][C:35]([NH:2][CH2:3][CH2:4][N:5]1[CH2:11][CH2:10][CH2:9][CH2:8][C:7]([CH2:20][CH3:21])([C:12]2[CH:17]=[CH:16][CH:15]=[C:14]([O:18][CH3:19])[CH:13]=2)[C:6]1=[O:22])=[O:36])([CH3:33])([CH3:32])[CH3:31]. (7) Given the reactants CI.[Br:3][C:4]1[CH:5]=[C:6]([CH:9]=[CH:10][C:11]=1[CH:12]1[NH:17][C:16](=[O:18])[N:15]([C:19]2[CH:24]=[CH:23][CH:22]=[C:21]([C:25]([F:28])([F:27])[F:26])[CH:20]=2)[C:14]2[CH2:29][CH2:30][C:31](=[O:32])[C:13]1=2)[C:7]#[N:8].[C:33](=O)([O-])[O-].[Cs+].[Cs+].O, predict the reaction product. The product is: [Br:3][C:4]1[CH:5]=[C:6]([CH:9]=[CH:10][C:11]=1[CH:12]1[C:13]2[C:31](=[O:32])[CH2:30][CH2:29][C:14]=2[N:15]([C:19]2[CH:24]=[CH:23][CH:22]=[C:21]([C:25]([F:28])([F:27])[F:26])[CH:20]=2)[C:16](=[O:18])[N:17]1[CH3:33])[C:7]#[N:8]. (8) Given the reactants [C:1]1([NH:7][C:8]2[CH:13]=[CH:12][CH:11]=[CH:10][C:9]=2[NH2:14])[CH:6]=[CH:5][CH:4]=[CH:3][CH:2]=1.C([O-])([O-])=O.[K+].[K+].Br[CH2:22][C:23]([O:25][C:26]([CH3:29])([CH3:28])[CH3:27])=[O:24].CCOC(C)=O, predict the reaction product. The product is: [NH:7]([C:8]1[CH:13]=[CH:12][CH:11]=[CH:10][C:9]=1[NH:14][CH2:22][C:23]([O:25][C:26]([CH3:29])([CH3:28])[CH3:27])=[O:24])[C:1]1[CH:2]=[CH:3][CH:4]=[CH:5][CH:6]=1. (9) Given the reactants F[C:2]1[CH:7]=[CH:6][C:5]([N+:8]([O-:10])=[O:9])=[C:4]([CH3:11])[CH:3]=1.[CH3:12][S:13]([C:16]1[N:21]=[CH:20][C:19]([OH:22])=[CH:18][CH:17]=1)(=[O:15])=[O:14].C(=O)([O-])[O-].[K+].[K+], predict the reaction product. The product is: [CH3:11][C:4]1[CH:3]=[C:2]([CH:7]=[CH:6][C:5]=1[N+:8]([O-:10])=[O:9])[O:22][C:19]1[CH:18]=[CH:17][C:16]([S:13]([CH3:12])(=[O:15])=[O:14])=[N:21][CH:20]=1. (10) Given the reactants ClC(Cl)(Cl)C([O:6][C:7]([N:9]1[CH:14]2[C:15]([C:36](O)=[O:37])=[C:16]([C:18]3[CH:23]=[CH:22][C:21]([O:24][CH2:25][CH2:26][O:27][C:28]4[CH:33]=[C:32]([F:34])[CH:31]=[CH:30][C:29]=4[Cl:35])=[CH:20][CH:19]=3)[CH2:17][CH:10]1[CH2:11][N:12]([C:39](=[O:41])[CH3:40])[CH2:13]2)=[O:8])(C)C.[Br:44][C:45]1[CH:55]=[CH:54][CH:53]=[CH:52][C:46]=1[CH2:47][NH:48][CH:49]1[CH2:51][CH2:50]1, predict the reaction product. The product is: [CH:7]([OH:8])=[O:6].[Br:44][C:45]1[CH:55]=[CH:54][CH:53]=[CH:52][C:46]=1[CH2:47][N:48]([CH:49]1[CH2:50][CH2:51]1)[C:36]([C:15]1[CH:14]2[NH:9][CH:10]([CH2:17][C:16]=1[C:18]1[CH:19]=[CH:20][C:21]([O:24][CH2:25][CH2:26][O:27][C:28]3[CH:33]=[C:32]([F:34])[CH:31]=[CH:30][C:29]=3[Cl:35])=[CH:22][CH:23]=1)[CH2:11][N:12]([C:39](=[O:41])[CH3:40])[CH2:13]2)=[O:37].